From a dataset of Peptide-MHC class I binding affinity with 185,985 pairs from IEDB/IMGT. Regression. Given a peptide amino acid sequence and an MHC pseudo amino acid sequence, predict their binding affinity value. This is MHC class I binding data. (1) The peptide sequence is FLKEQGGL. The MHC is HLA-B08:01 with pseudo-sequence HLA-B08:01. The binding affinity (normalized) is 0.531. (2) The peptide sequence is AHYEEDVNL. The MHC is HLA-A02:19 with pseudo-sequence HLA-A02:19. The binding affinity (normalized) is 0.0847. (3) The peptide sequence is YYTEDQGQF. The MHC is HLA-C04:01 with pseudo-sequence HLA-C04:01. The binding affinity (normalized) is 0.0847. (4) The peptide sequence is GMFTNRLGSQ. The MHC is HLA-A24:02 with pseudo-sequence HLA-A24:02. The binding affinity (normalized) is 0. (5) The peptide sequence is MISTYPGNT. The MHC is HLA-A03:01 with pseudo-sequence HLA-A03:01. The binding affinity (normalized) is 0. (6) The peptide sequence is LLNILTIAV. The MHC is HLA-A02:03 with pseudo-sequence HLA-A02:03. The binding affinity (normalized) is 0.959. (7) The peptide sequence is RLNLKTSFH. The MHC is HLA-A03:01 with pseudo-sequence HLA-A03:01. The binding affinity (normalized) is 0.445.